This data is from Reaction yield outcomes from USPTO patents with 853,638 reactions. The task is: Predict the reaction yield, written as a fraction of the theoretical maximum amount of product (1.0 means a 100% yield; for example, 0.34 means a 34% yield). (1) The reactants are Cl.[F:2][C:3]([F:13])([F:12])[C:4]1[CH:5]=[C:6]([NH:10][NH2:11])[CH:7]=[CH:8][CH:9]=1.[CH3:14][C:15]([CH3:22])([CH3:21])[C:16](=O)[CH2:17][C:18]#[N:19]. No catalyst specified. The product is [C:15]([C:16]1[CH:17]=[C:18]([NH2:19])[N:10]([C:6]2[CH:7]=[CH:8][CH:9]=[C:4]([C:3]([F:12])([F:13])[F:2])[CH:5]=2)[N:11]=1)([CH3:22])([CH3:21])[CH3:14]. The yield is 0.300. (2) The reactants are [CH2:1]([O:8][C:9]1[CH:16]=[CH:15][C:12]([CH:13]=O)=[CH:11][CH:10]=1)[C:2]1[CH:7]=[CH:6][CH:5]=[CH:4][CH:3]=1.Cl.[CH2:18]([O:20][C:21](=[O:24])[CH2:22][NH2:23])[CH3:19].C(N(CC)CC)C.C(O[BH-](OC(=O)C)OC(=O)C)(=O)C.[Na+].[Na]. The catalyst is ClCCCl. The product is [CH2:18]([O:20][C:21](=[O:24])[CH2:22][NH:23][CH2:13][C:12]1[CH:15]=[CH:16][C:9]([O:8][CH2:1][C:2]2[CH:7]=[CH:6][CH:5]=[CH:4][CH:3]=2)=[CH:10][CH:11]=1)[CH3:19]. The yield is 0.850. (3) The reactants are I[C:2]1[N:6]2[CH:7]=[CH:8][CH:9]=[CH:10][C:5]2=[N:4][C:3]=1[CH2:11][N:12]([CH3:18])[CH2:13][C:14]([O:16][CH3:17])=[O:15].[F:19][C:20]([F:30])([F:29])[C:21]1[CH:22]=[C:23]([C:27]#[CH:28])[CH:24]=[CH:25][CH:26]=1.C(N(CC)CC)C. The catalyst is CN(C)C=O.C(OCC)(=O)C.[Cu](I)I.C1C=CC(/C=C/C(/C=C/C2C=CC=CC=2)=O)=CC=1.C1C=CC(/C=C/C(/C=C/C2C=CC=CC=2)=O)=CC=1.C1C=CC(/C=C/C(/C=C/C2C=CC=CC=2)=O)=CC=1.[Pd].[Pd]. The product is [CH3:18][N:12]([CH2:11][C:3]1[N:4]=[C:5]2[CH:10]=[CH:9][CH:8]=[CH:7][N:6]2[C:2]=1[C:28]#[C:27][C:23]1[CH:24]=[CH:25][CH:26]=[C:21]([C:20]([F:19])([F:29])[F:30])[CH:22]=1)[CH2:13][C:14]([O:16][CH3:17])=[O:15]. The yield is 0.570. (4) The reactants are [Cl:1]C(OC(Cl)C)=O.C([N:21]1[CH2:24][CH:23]([O:25][CH2:26][CH2:27][O:28][CH3:29])[CH2:22]1)(C1C=CC=CC=1)C1C=CC=CC=1.CO. The catalyst is ClCCCl. The product is [ClH:1].[CH3:29][O:28][CH2:27][CH2:26][O:25][CH:23]1[CH2:24][NH:21][CH2:22]1. The yield is 0.900. (5) The reactants are [Br:1][C:2]1[CH:3]=[CH:4][C:5]2[O:9][C:8](C(O)=O)=[C:7]([C:13]([OH:15])=[O:14])[C:6]=2[CH:16]=1.[OH-].[Na+]. The product is [Br:1][C:2]1[CH:3]=[CH:4][C:5]2[O:9][CH:8]=[C:7]([C:13]([OH:15])=[O:14])[C:6]=2[CH:16]=1. The yield is 0.720. The catalyst is CCOCC. (6) The reactants are [CH3:1][O:2][C:3](=[O:26])[C:4]1[CH:9]=[CH:8][C:7]([CH2:10][NH:11][CH:12]=[O:13])=[N:6][C:5]=1[NH:14][C:15]1[CH:20]=[CH:19][C:18]([Si](C)(C)C)=[CH:17][C:16]=1[F:25].[I:27]Cl. The catalyst is C(Cl)Cl. The product is [CH3:1][O:2][C:3](=[O:26])[C:4]1[CH:9]=[CH:8][C:7]([CH2:10][NH:11][CH:12]=[O:13])=[N:6][C:5]=1[NH:14][C:15]1[CH:20]=[CH:19][C:18]([I:27])=[CH:17][C:16]=1[F:25]. The yield is 1.00. (7) The reactants are [CH:1]([C:4]1[CH:5]=[C:6]([CH:10]=[C:11]([CH:15]([CH3:17])[CH3:16])[C:12]=1[O:13][CH3:14])[C:7]([OH:9])=O)([CH3:3])[CH3:2].[CH3:18][C:19]1[O:20][C:21]2[CH:27]=[CH:26][CH:25]=[CH:24][C:22]=2[CH:23]=1.[Sn](Cl)(Cl)(Cl)Cl. The catalyst is ClCCl. The product is [CH3:18][C:19]1[O:20][C:21]2[CH:27]=[CH:26][CH:25]=[CH:24][C:22]=2[C:23]=1[C:7](=[O:9])[C:6]1[CH:10]=[C:11]([CH:15]([CH3:17])[CH3:16])[C:12]([O:13][CH3:14])=[C:4]([CH:1]([CH3:2])[CH3:3])[CH:5]=1. The yield is 0.970. (8) The reactants are [CH3:1][O:2][C:3](=[O:9])[CH:4]([CH3:8])[CH2:5][CH2:6]Cl.[NH:10]1[CH2:15][CH2:14][CH2:13][CH2:12][CH2:11]1. The catalyst is C1(C)C=CC=CC=1. The product is [CH3:8][CH:4]([CH2:5][CH2:6][N:10]1[CH2:15][CH2:14][CH2:13][CH2:12][CH2:11]1)[C:3]([O:2][CH3:1])=[O:9]. The yield is 0.900. (9) The reactants are [C:1]([N:5]1[C:9](=[O:10])[C:8]([NH:11][CH2:12][CH2:13][CH2:14]Br)=[C:7]([C:16]2[CH:21]=[CH:20][CH:19]=[CH:18][CH:17]=2)[S:6]1(=[O:23])=[O:22])([CH3:4])([CH3:3])[CH3:2].[OH:24][C:25]1[CH:33]=[CH:32][C:28]([C:29]([OH:31])=[O:30])=[CH:27][CH:26]=1.Cl. No catalyst specified. The product is [OH:24][C:25]1[CH:33]=[CH:32][C:28]([C:29]([O:31][CH2:14][CH2:13][CH2:12][NH:11][C:8]2[C:9](=[O:10])[N:5]([C:1]([CH3:4])([CH3:3])[CH3:2])[S:6](=[O:23])(=[O:22])[C:7]=2[C:16]2[CH:21]=[CH:20][CH:19]=[CH:18][CH:17]=2)=[O:30])=[CH:27][CH:26]=1. The yield is 0.210. (10) The yield is 0.200. The reactants are [CH:1]([CH:4]1[NH:9][CH2:8][CH2:7][N:6]2[C:10]3[CH:16]=[C:15]([S:17]([CH3:20])(=[O:19])=[O:18])[CH:14]=[CH:13][C:11]=3[N:12]=[C:5]12)([CH3:3])[CH3:2].Cl[C:22]1[N:27]=[C:26]([C:28]([F:31])([F:30])[F:29])[C:25]([C:32](=[O:34])[CH3:33])=[CH:24][N:23]=1.CCN(C(C)C)C(C)C. The product is [CH:1]([CH:4]1[N:9]([C:22]2[N:27]=[C:26]([C:28]([F:29])([F:30])[F:31])[C:25]([C:32](=[O:34])[CH3:33])=[CH:24][N:23]=2)[CH2:8][CH2:7][N:6]2[C:10]3[CH:16]=[C:15]([S:17]([CH3:20])(=[O:18])=[O:19])[CH:14]=[CH:13][C:11]=3[N:12]=[C:5]12)([CH3:3])[CH3:2]. The catalyst is CS(C)=O.O.